From a dataset of Forward reaction prediction with 1.9M reactions from USPTO patents (1976-2016). Predict the product of the given reaction. Given the reactants [Br:1][C:2]1[CH:3]=[C:4]2[C:8](=[CH:9][CH:10]=1)[NH:7][C:6](=[O:11])[CH2:5]2.[CH3:12][N:13]([CH3:33])[CH2:14][CH2:15][NH:16][C:17]([C:19]1[C:23]([C:24]2[CH:29]=[CH:28][CH:27]=[CH:26][CH:25]=2)=[C:22]([CH:30]=O)[NH:21][C:20]=1[CH3:32])=[O:18], predict the reaction product. The product is: [CH3:12][N:13]([CH3:33])[CH2:14][CH2:15][NH:16][C:17]([C:19]1[C:23]([C:24]2[CH:29]=[CH:28][CH:27]=[CH:26][CH:25]=2)=[C:22]([CH:30]=[C:5]2[C:4]3[C:8](=[CH:9][CH:10]=[C:2]([Br:1])[CH:3]=3)[NH:7][C:6]2=[O:11])[NH:21][C:20]=1[CH3:32])=[O:18].